Dataset: Forward reaction prediction with 1.9M reactions from USPTO patents (1976-2016). Task: Predict the product of the given reaction. (1) Given the reactants FC(F)(F)C([O-])=O.[CH2:8]([NH:12][C:13]([C@H:15]([CH3:41])[CH2:16][C@H:17]([OH:40])[C@@H:18]([NH:34][C:35]([C@@H:37]([NH3+:39])[CH3:38])=[O:36])[CH2:19][C:20]1[CH:25]=[CH:24][CH:23]=[C:22]([O:26][CH2:27][CH2:28][CH2:29][CH2:30][C:31](O)=[O:32])[CH:21]=1)=[O:14])[CH2:9][CH2:10][CH3:11].F[P-](F)(F)(F)(F)F.N1(O[P+](N(C)C)(N(C)C)N(C)C)C2C=CC=CC=2N=N1.C(N(C(C)C)CC)(C)C, predict the reaction product. The product is: [CH2:8]([NH:12][C:13](=[O:14])[C@H:15]([CH3:41])[CH2:16][C@H:17]([OH:40])[C@@H:18]1[CH2:19][C:20]2[CH:21]=[C:22]([CH:23]=[CH:24][CH:25]=2)[O:26][CH2:27][CH2:28][CH2:29][CH2:30][C:31](=[O:32])[NH:39][C@@H:37]([CH3:38])[C:35](=[O:36])[NH:34]1)[CH2:9][CH2:10][CH3:11]. (2) Given the reactants CB1N2CCC[C@@H]2C(C2C=CC=CC=2)(C2C=CC=CC=2)O1.[CH2:22]([O:29][C:30]1[CH:31]=[CH:32][C:33]([C:41](=[O:44])[CH2:42][Br:43])=[C:34]2[C:39]=1[NH:38][C:37](=[O:40])[CH:36]=[CH:35]2)[C:23]1[CH:28]=[CH:27][CH:26]=[CH:25][CH:24]=1, predict the reaction product. The product is: [CH2:22]([O:29][C:30]1[CH:31]=[CH:32][C:33]([C@@H:41]([OH:44])[CH2:42][Br:43])=[C:34]2[C:39]=1[NH:38][C:37](=[O:40])[CH:36]=[CH:35]2)[C:23]1[CH:24]=[CH:25][CH:26]=[CH:27][CH:28]=1. (3) Given the reactants [C:1]([C:3]1[CH:4]=[C:5]([NH:9][C:10](=[O:33])[NH:11][C:12]2[CH:17]=[CH:16][C:15]([S:18]([NH:21][CH2:22][C:23]3[CH:28]=[CH:27][C:26]([S:29](=[O:32])(=[O:31])[NH2:30])=[CH:25][CH:24]=3)(=[O:20])=[O:19])=[CH:14][CH:13]=2)[CH:6]=[CH:7][CH:8]=1)#[N:2].[NH:34]1[CH2:39][CH2:38][S:37][CH2:36][CH2:35]1, predict the reaction product. The product is: [NH:2]=[C:1]([N:34]1[CH2:39][CH2:38][S:37][CH2:36][CH2:35]1)[C:3]1[CH:4]=[C:5]([NH:9][C:10](=[O:33])[NH:11][C:12]2[CH:17]=[CH:16][C:15]([S:18]([NH:21][CH2:22][C:23]3[CH:28]=[CH:27][C:26]([S:29](=[O:32])(=[O:31])[NH2:30])=[CH:25][CH:24]=3)(=[O:20])=[O:19])=[CH:14][CH:13]=2)[CH:6]=[CH:7][CH:8]=1. (4) Given the reactants NC(C)[C:3]([OH:5])=O.FC1[CH:16]=[C:15]([C:17]2[N:22]=[C:21]3[N:23]([CH2:26][C:27]4[CH:28]=[C:29]5[C:34](=[CH:35][CH:36]=4)[N:33]=[CH:32][CH:31]=[CH:30]5)[N:24]=[N:25][C:20]3=[CH:19][CH:18]=2)[CH:14]=CC=1C([O-])=O.C([N:39]([CH:43]([CH3:45])[CH3:44])[CH:40]([CH3:42])C)C.CN([C:49]([O:53]N1N=NC2C=CC=NC1=2)=[N+](C)C)C.[F:63][P-](F)(F)(F)(F)F, predict the reaction product. The product is: [F:63][C:45]1[CH:14]=[C:15]([C:17]2[N:22]=[C:21]3[N:23]([CH2:26][C:27]4[CH:28]=[C:29]5[C:34](=[CH:35][CH:36]=4)[N:33]=[CH:32][CH:31]=[CH:30]5)[N:24]=[N:25][C:20]3=[CH:19][CH:18]=2)[CH:16]=[CH:44][C:43]=1[NH:39][CH2:40][CH2:42][C:3]([O:53][CH3:49])=[O:5]. (5) Given the reactants Cl[CH:2]([C:8](=O)[C:9]1[CH:14]=[CH:13][CH:12]=[CH:11][CH:10]=1)[C:3]([O:5][CH2:6][CH3:7])=[O:4].[NH2:16][C:17]([NH2:19])=[S:18].CCOC(C)=O, predict the reaction product. The product is: [NH2:19][C:17]1[S:18][C:2]([C:3]([O:5][CH2:6][CH3:7])=[O:4])=[C:8]([C:9]2[CH:14]=[CH:13][CH:12]=[CH:11][CH:10]=2)[N:16]=1. (6) The product is: [C:10]1([S:16]([C:19]2[C:2]3[CH2:3][CH2:4][CH2:5][CH2:6][C:1]=3[CH:7]=[CH:8][N:20]=2)(=[O:17])=[O:18])[CH:11]=[CH:12][CH:13]=[CH:14][CH:15]=1. Given the reactants [C:1]1(=[CH:7][CH:8]=O)[CH2:6][CH2:5][CH2:4][CH2:3][CH2:2]1.[C:10]1([S:16]([C:19]#[N:20])(=[O:18])=[O:17])[CH:15]=[CH:14][CH:13]=[CH:12][CH:11]=1.B(OCCCC)(OCCCC)OCCCC.C(O)CCC, predict the reaction product. (7) Given the reactants [CH:1]1[C:13]2[CH:12]([CH2:14][O:15][C:16]([NH:18][C@H:19]([C:23]([N:25]([CH3:42])[C@@H:26]([C@@H:38]([CH3:41])[CH2:39][CH3:40])[C@H:27]([O:36][CH3:37])[CH2:28][C:29](OC(C)(C)C)=[O:30])=[O:24])[CH:20]([CH3:22])[CH3:21])=[O:17])[C:11]3[C:6](=[CH:7][CH:8]=[CH:9][CH:10]=3)[C:5]=2[CH:4]=[CH:3][CH:2]=1.Cl.[CH3:44][O:45][C@@H:46]([C@@H:64]1[CH2:68][CH2:67][CH2:66][NH:65]1)[C@@H:47]([CH3:63])[C:48]([NH:50][C@H:51]([C:59]([O:61][CH3:62])=[O:60])[CH2:52][C:53]1[CH:58]=[CH:57][CH:56]=[CH:55][CH:54]=1)=[O:49].CN(C(ON1N=NC2C=CC=NC1=2)=[N+](C)C)C.F[P-](F)(F)(F)(F)F.CCN(C(C)C)C(C)C, predict the reaction product. The product is: [CH:10]1[C:11]2[CH:12]([CH2:14][O:15][C:16]([NH:18][C@H:19]([C:23]([N:25]([CH3:42])[C@@H:26]([C@@H:38]([CH3:41])[CH2:39][CH3:40])[C@H:27]([O:36][CH3:37])[CH2:28][C:29]([N:65]3[CH2:66][CH2:67][CH2:68][C@H:64]3[C@H:46]([O:45][CH3:44])[C@@H:47]([CH3:63])[C:48]([NH:50][C@H:51]([C:59]([O:61][CH3:62])=[O:60])[CH2:52][C:53]3[CH:54]=[CH:55][CH:56]=[CH:57][CH:58]=3)=[O:49])=[O:30])=[O:24])[CH:20]([CH3:22])[CH3:21])=[O:17])[C:13]3[C:5](=[CH:4][CH:3]=[CH:2][CH:1]=3)[C:6]=2[CH:7]=[CH:8][CH:9]=1. (8) Given the reactants [NH2:1][CH2:2][C@@:3]1([CH2:14][C:15]([O:17]C(C)(C)C)=[O:16])[CH2:9][C@H:8]2[C@@H:4]1[CH:5]=[C:6]([CH:10]([CH2:12][CH3:13])[CH3:11])[CH2:7]2, predict the reaction product. The product is: [NH2:1][CH2:2][C@@:3]1([CH2:14][C:15]([OH:17])=[O:16])[CH2:9][C@H:8]2[C@@H:4]1[CH:5]=[C:6]([CH:10]([CH2:12][CH3:13])[CH3:11])[CH2:7]2. (9) Given the reactants Br[C:2]1[N:6]2[C:7](=[O:24])[CH:8]=[C:9]([CH2:11][N:12]3[C:16]([C:17]([F:20])([F:19])[F:18])=[CH:15][C:14]([CH:21]4[CH2:23][CH2:22]4)=[N:13]3)[N:10]=[C:5]2[S:4][C:3]=1[CH3:25].[N:26]1[CH:31]=[C:30](B(O)O)[CH:29]=[N:28][CH:27]=1.P([O-])([O-])([O-])=O.[K+].[K+].[K+], predict the reaction product. The product is: [CH:21]1([C:14]2[CH:15]=[C:16]([C:17]([F:20])([F:19])[F:18])[N:12]([CH2:11][C:9]3[N:10]=[C:5]4[S:4][C:3]([CH3:25])=[C:2]([C:30]5[CH:31]=[N:26][CH:27]=[N:28][CH:29]=5)[N:6]4[C:7](=[O:24])[CH:8]=3)[N:13]=2)[CH2:23][CH2:22]1. (10) Given the reactants [CH3:1][C:2]1([CH3:34])[CH2:9][C:8](=O)[CH2:7][CH2:6][CH2:5][C:4]([CH3:12])([CH3:11])[P:3]1[C:13]1[CH:18]=[CH:17][CH:16]=[CH:15][C:14]=1[C:19]1[C:24]([CH:25]([CH3:27])[CH3:26])=[CH:23][C:22]([CH:28]([CH3:30])[CH3:29])=[CH:21][C:20]=1[CH:31]([CH3:33])[CH3:32].C(O)COCCO.O.NN.[OH-].[K+], predict the reaction product. The product is: [CH3:34][C:2]1([CH3:1])[CH2:9][CH2:8][CH2:7][CH2:6][CH2:5][C:4]([CH3:11])([CH3:12])[P:3]1[C:13]1[CH:18]=[CH:17][CH:16]=[CH:15][C:14]=1[C:19]1[C:20]([CH:31]([CH3:32])[CH3:33])=[CH:21][C:22]([CH:28]([CH3:30])[CH3:29])=[CH:23][C:24]=1[CH:25]([CH3:27])[CH3:26].